Dataset: Forward reaction prediction with 1.9M reactions from USPTO patents (1976-2016). Task: Predict the product of the given reaction. (1) Given the reactants [F:1][C:2]1[CH:26]=[CH:25][CH:24]=[CH:23][C:3]=1[O:4][CH2:5][C:6]1([C:19](OC)=[O:20])[CH2:11][CH2:10][N:9]([C:12]([O:14][C:15]([CH3:18])([CH3:17])[CH3:16])=[O:13])[CH2:8][CH2:7]1.[BH4-].[Li+], predict the reaction product. The product is: [F:1][C:2]1[CH:26]=[CH:25][CH:24]=[CH:23][C:3]=1[O:4][CH2:5][C:6]1([CH2:19][OH:20])[CH2:11][CH2:10][N:9]([C:12]([O:14][C:15]([CH3:16])([CH3:17])[CH3:18])=[O:13])[CH2:8][CH2:7]1. (2) Given the reactants Br[C:2]1[CH:3]=[C:4]([O:10][C:11](=[O:13])[CH3:12])[CH:5]=[CH:6][C:7]=1[O:8][CH3:9].[B:14]1([B:14]2[O:18][C:17]([CH3:20])([CH3:19])[C:16]([CH3:22])([CH3:21])[O:15]2)[O:18][C:17]([CH3:20])([CH3:19])[C:16]([CH3:22])([CH3:21])[O:15]1.C([O-])(=O)C.[K+], predict the reaction product. The product is: [CH3:9][O:8][C:7]1[CH:6]=[CH:5][C:4]([O:10][C:11](=[O:13])[CH3:12])=[CH:3][C:2]=1[B:14]1[O:18][C:17]([CH3:20])([CH3:19])[C:16]([CH3:22])([CH3:21])[O:15]1. (3) The product is: [CH2:1]([O:8][CH2:9][O:10][C:11]1([CH2:24][CH:25]([CH3:27])[CH2:26][OH:28])[CH2:16][CH2:15][N:14]([C:17]([O:19][C:20]([CH3:21])([CH3:22])[CH3:23])=[O:18])[CH2:13][CH2:12]1)[C:2]1[CH:3]=[CH:4][CH:5]=[CH:6][CH:7]=1. Given the reactants [CH2:1]([O:8][CH2:9][O:10][C:11]1([CH2:24][C:25]([CH3:27])=[CH2:26])[CH2:16][CH2:15][N:14]([C:17]([O:19][C:20]([CH3:23])([CH3:22])[CH3:21])=[O:18])[CH2:13][CH2:12]1)[C:2]1[CH:7]=[CH:6][CH:5]=[CH:4][CH:3]=1.[OH:28]O.[OH-].[Na+].O, predict the reaction product.